From a dataset of Forward reaction prediction with 1.9M reactions from USPTO patents (1976-2016). Predict the product of the given reaction. (1) Given the reactants [C:1](Cl)(C)=O.[N+:5]([C:8]1[CH:19]=[CH:18][C:11]([O:12][CH2:13][CH2:14][C:15]([OH:17])=[O:16])=[CH:10][CH:9]=1)([O-:7])=[O:6], predict the reaction product. The product is: [CH3:1][O:16][C:15](=[O:17])[CH2:14][CH2:13][O:12][C:11]1[CH:10]=[CH:9][C:8]([N+:5]([O-:7])=[O:6])=[CH:19][CH:18]=1. (2) Given the reactants COC1C=CC(C[N:8]2[C:16]3([CH2:21][CH2:20][N:19](C(OC(C)(C)C)=O)[CH2:18][CH2:17]3)[C:15]3[C:10](=[CH:11][CH:12]=[CH:13][CH:14]=3)[C:9]2=[O:29])=CC=1.C(O)(C(F)(F)F)=O, predict the reaction product. The product is: [NH:19]1[CH2:20][CH2:21][C:16]2([C:15]3[C:10](=[CH:11][CH:12]=[CH:13][CH:14]=3)[C:9](=[O:29])[NH:8]2)[CH2:17][CH2:18]1. (3) Given the reactants [CH2:1]([O:5][C:6]1[N:14]=[C:13]2[C:9]([N:10]=[C:11]([O:23][CH3:24])[N:12]2[CH2:15][C:16]2[CH:21]=[CH:20][C:19]([OH:22])=[CH:18][CH:17]=2)=[C:8]([NH2:25])[N:7]=1)[CH2:2][CH2:3][CH3:4].Br[CH2:27][CH2:28][CH2:29][CH2:30][Cl:31].C(=O)([O-])[O-].[K+].[K+], predict the reaction product. The product is: [CH2:1]([O:5][C:6]1[N:14]=[C:13]2[C:9]([N:10]=[C:11]([O:23][CH3:24])[N:12]2[CH2:15][C:16]2[CH:21]=[CH:20][C:19]([O:22][CH2:27][CH2:28][CH2:29][CH2:30][Cl:31])=[CH:18][CH:17]=2)=[C:8]([NH2:25])[N:7]=1)[CH2:2][CH2:3][CH3:4]. (4) Given the reactants [NH:1]1[C:5]2[CH:6]=[CH:7][CH:8]=[CH:9][C:4]=2[N:3]=[C:2]1[CH2:10][N:11]([CH:21]1[C:30]2[N:29]=[CH:28][CH:27]=[CH:26][C:25]=2[CH2:24][CH2:23][CH2:22]1)[CH2:12][C:13]1[CH:18]=[CH:17][C:16]([CH2:19][NH2:20])=[CH:15][CH:14]=1.[CH:31](=O)[C:32]1[C:33](=[CH:35][CH:36]=[CH:37][CH:38]=1)[OH:34].[BH-](OC(C)=O)(OC(C)=O)OC(C)=O.[Na+], predict the reaction product. The product is: [OH:34][C:33]1[CH:35]=[CH:36][CH:37]=[CH:38][C:32]=1[CH2:31][NH:20][CH2:19][C:16]1[CH:15]=[CH:14][C:13]([CH2:12][N:11]([CH2:10][C:2]2[NH:3][C:4]3[CH:9]=[CH:8][CH:7]=[CH:6][C:5]=3[N:1]=2)[CH:21]2[C:30]3[N:29]=[CH:28][CH:27]=[CH:26][C:25]=3[CH2:24][CH2:23][CH2:22]2)=[CH:18][CH:17]=1.